This data is from Full USPTO retrosynthesis dataset with 1.9M reactions from patents (1976-2016). The task is: Predict the reactants needed to synthesize the given product. (1) Given the product [Cl:18][C:19]1[CH:20]=[C:21]([C:8]2[CH:9]=[C:10]([CH:15]=[CH:16][N:17]=2)[C:11]([O:13][CH3:14])=[O:12])[CH:22]=[C:23]([Cl:25])[CH:24]=1, predict the reactants needed to synthesize it. The reactants are: C(=O)([O-])[O-].[K+].[K+].Cl[C:8]1[CH:9]=[C:10]([CH:15]=[CH:16][N:17]=1)[C:11]([O:13][CH3:14])=[O:12].[Cl:18][C:19]1[CH:20]=[C:21](B2OC(C)(C)C(C)(C)O2)[CH:22]=[C:23]([Cl:25])[CH:24]=1.CO. (2) The reactants are: Br[C:2]1[CH:3]=[N:4][C:5]2[C:10]([CH:11]=1)=[CH:9][C:8]([OH:12])=[C:7](F)[CH:6]=2.[I-:14].[Na+].CN(C)CCN(C)C.N.Cl. Given the product [I:14][C:2]1[CH:3]=[N:4][C:5]2[C:10]([CH:11]=1)=[CH:9][C:8]([OH:12])=[CH:7][CH:6]=2, predict the reactants needed to synthesize it.